The task is: Predict the reactants needed to synthesize the given product.. This data is from Full USPTO retrosynthesis dataset with 1.9M reactions from patents (1976-2016). (1) Given the product [C:35]([NH:19][C:16]1[CH:17]=[CH:18][C:13]([C:10]2[O:9][C:8]([C:5]3[CH:6]=[CH:7][C:2]([NH:1][C:35](=[NH:42])[C:36]4[CH:37]=[CH:38][CH:39]=[CH:40][CH:41]=4)=[CH:3][C:4]=3[CH3:21])=[CH:12][CH:11]=2)=[C:14]([CH3:20])[CH:15]=1)(=[NH:42])[C:36]1[CH:41]=[CH:40][CH:39]=[CH:38][CH:37]=1, predict the reactants needed to synthesize it. The reactants are: [NH2:1][C:2]1[CH:7]=[CH:6][C:5]([C:8]2[O:9][C:10]([C:13]3[CH:18]=[CH:17][C:16]([NH2:19])=[CH:15][C:14]=3[CH3:20])=[CH:11][CH:12]=2)=[C:4]([CH3:21])[CH:3]=1.Br.C1C2C(=CC=CC=2)C=CC=1CS[C:35](=[NH:42])[C:36]1[CH:41]=[CH:40][CH:39]=[CH:38][CH:37]=1.Cl. (2) The reactants are: [OH-].[Na+].[CH3:3][C:4]1[CH:9]=[C:8]([O:10][C@H:11]2[CH2:15][CH2:14][O:13][CH2:12]2)[CH:7]=[C:6]([CH3:16])[C:5]=1[C:17]1[CH:25]=[CH:24][C:23]([F:26])=[C:22]2[C:18]=1[CH2:19][CH2:20][C@H:21]2[O:27][C:28]1[CH:41]=[CH:40][C:31]2[C@H:32]([CH2:35][C:36]([O:38]C)=[O:37])[CH2:33][O:34][C:30]=2[CH:29]=1.Cl. Given the product [CH3:16][C:6]1[CH:7]=[C:8]([O:10][C@H:11]2[CH2:15][CH2:14][O:13][CH2:12]2)[CH:9]=[C:4]([CH3:3])[C:5]=1[C:17]1[CH:25]=[CH:24][C:23]([F:26])=[C:22]2[C:18]=1[CH2:19][CH2:20][C@H:21]2[O:27][C:28]1[CH:41]=[CH:40][C:31]2[C@H:32]([CH2:35][C:36]([OH:38])=[O:37])[CH2:33][O:34][C:30]=2[CH:29]=1, predict the reactants needed to synthesize it. (3) Given the product [CH3:32][N:33]1[CH2:38][CH2:37][N:36]([C:39]2[CH:44]=[C:43]([OH:77])[CH:42]=[CH:41][CH:40]=2)[CH2:35][CH2:34]1, predict the reactants needed to synthesize it. The reactants are: S1C2C=CC=CC=2N=C1N(COCC[Si](C)(C)C)C(C1C=CC=C2C=1CN(C1SC([CH2:32][N:33]3[CH2:38][CH2:37][N:36]([C:39]4[CH:44]=[CH:43][CH:42]=[CH:41][CH:40]=4)[CH2:35][CH2:34]3)=C(C(OC)=O)N=1)CC2)=O.C1C=CC(N2CCNCC2)=CC=1.N1(C2C=C([OH:77])C=CC=2)CCNCC1. (4) Given the product [CH3:1][N:2]1[C:6]([C:7](=[O:10])[NH:8][CH3:9])=[C:5]([NH:11][C:12]([C:14]2[C:19]([NH:25][C:26]3[CH:27]=[N:28][CH:29]=[N:30][CH:31]=3)=[CH:18][N:17]=[C:16]([CH:21]3[CH2:24][CH2:23][CH2:22]3)[N:15]=2)=[O:13])[CH:4]=[N:3]1, predict the reactants needed to synthesize it. The reactants are: [CH3:1][N:2]1[C:6]([C:7](=[O:10])[NH:8][CH3:9])=[C:5]([NH:11][C:12]([C:14]2[C:19](Br)=[CH:18][N:17]=[C:16]([CH:21]3[CH2:24][CH2:23][CH2:22]3)[N:15]=2)=[O:13])[CH:4]=[N:3]1.[NH2:25][C:26]1[CH:27]=[N:28][CH:29]=[N:30][CH:31]=1. (5) Given the product [CH2:11]([N:18]([CH2:2][CH2:3][CH2:4][CH2:5][CH2:6][CH2:7][CH2:8][CH2:9][OH:10])[CH3:19])[C:12]1[CH:17]=[CH:16][CH:15]=[CH:14][CH:13]=1, predict the reactants needed to synthesize it. The reactants are: Br[CH2:2][CH2:3][CH2:4][CH2:5][CH2:6][CH2:7][CH2:8][CH2:9][OH:10].[CH2:11]([NH:18][CH3:19])[C:12]1[CH:17]=[CH:16][CH:15]=[CH:14][CH:13]=1.C(=O)([O-])[O-].[K+].[K+]. (6) Given the product [CH2:56]([N:39]1[C:40]2[C:45](=[CH:44][CH:43]=[C:42]([O:47][CH2:48][CH2:49][CH2:50][CH2:51][NH:52][C:53]([NH2:55])=[NH:54])[CH:41]=2)[CH:46]=[C:37]([CH2:36][C:35]([OH:64])=[O:34])[C:38]1=[O:63])[C:57]1[CH:62]=[CH:61][CH:60]=[CH:59][CH:58]=1, predict the reactants needed to synthesize it. The reactants are: FC(F)(F)C(O)=O.COC(=O)CC1CC2C(=CC(OCCCCNC(N)=N)=CC=2)NC1=O.C[O:34][C:35](=[O:64])[CH2:36][C:37]1[C:38](=[O:63])[N:39]([CH2:56][C:57]2[CH:62]=[CH:61][CH:60]=[CH:59][CH:58]=2)[C:40]2[C:45]([CH:46]=1)=[CH:44][CH:43]=[C:42]([O:47][CH2:48][CH2:49][CH2:50][CH2:51][NH:52][C:53]([NH2:55])=[NH:54])[CH:41]=2. (7) Given the product [NH2:25][C:10]1[CH:11]=[C:12]([N:15]([CH3:24])[S:16]([C:19]2[S:20][CH:21]=[CH:22][CH:23]=2)(=[O:18])=[O:17])[CH:13]=[CH:14][C:9]=1[NH:8][CH2:7][CH:1]1[CH2:6][CH2:5][CH2:4][CH2:3][CH2:2]1, predict the reactants needed to synthesize it. The reactants are: [CH:1]1([CH2:7][NH:8][C:9]2[CH:14]=[CH:13][C:12]([N:15]([CH3:24])[S:16]([C:19]3[S:20][CH:21]=[CH:22][CH:23]=3)(=[O:18])=[O:17])=[CH:11][C:10]=2[N+:25]([O-])=O)[CH2:6][CH2:5][CH2:4][CH2:3][CH2:2]1.O.O.[Sn](Cl)Cl.